This data is from Human liver microsome stability data. The task is: Regression/Classification. Given a drug SMILES string, predict its absorption, distribution, metabolism, or excretion properties. Task type varies by dataset: regression for continuous measurements (e.g., permeability, clearance, half-life) or binary classification for categorical outcomes (e.g., BBB penetration, CYP inhibition). Dataset: hlm. (1) The molecule is Cc1cc(-c2ccc(C(=O)c3cccc(O)c3)s2)ccc1O. The result is 0 (unstable in human liver microsomes). (2) The drug is O=C1C2CCCN2C(=O)N1CCCCNCCOc1cccc2ccccc12. The result is 0 (unstable in human liver microsomes). (3) The compound is COc1ccc2cc(CC/C(C)=N/O)ccc2c1. The result is 0 (unstable in human liver microsomes). (4) The result is 0 (unstable in human liver microsomes). The drug is COC(=O)Nc1cccc(NC(=O)[C@H](Cc2ccccc2)NC(=O)C=Cc2cc(Cl)ccc2-n2cnnn2)c1. (5) The drug is CCN(C(=O)SCC(=O)Nc1ccc(-c2ccc(CC(=O)O)cc2)cc1Cl)c1ccc(C(C)(C)C)cc1Cl. The result is 1 (stable in human liver microsomes). (6) The molecule is COc1ccc2c(c1)C[C@H](C(=O)Nc1ccc(-c3cn[nH]c3)c(F)c1OCCN(C)C)NC2. The result is 0 (unstable in human liver microsomes). (7) The compound is COc1cc2nc3cc(Oc4cccc(OC(F)(F)F)c4)ccc3c(O)c2cc1Cl. The result is 0 (unstable in human liver microsomes). (8) The compound is CS(=O)(=O)c1ccc(-c2cnc(N)c(-c3ccc(S(C)(=O)=O)cc3)c2)cc1. The result is 0 (unstable in human liver microsomes). (9) The molecule is CC(C)(C)CCN1C(=O)C(C2=NS(=O)(=O)c3cc(NS(C)(=O)=O)ccc3N2)=C(O)C2CCCCN21. The result is 0 (unstable in human liver microsomes).